Dataset: Experimental lipophilicity measurements (octanol/water distribution) for 4,200 compounds from AstraZeneca. Task: Regression/Classification. Given a drug SMILES string, predict its absorption, distribution, metabolism, or excretion properties. Task type varies by dataset: regression for continuous measurements (e.g., permeability, clearance, half-life) or binary classification for categorical outcomes (e.g., BBB penetration, CYP inhibition). For this dataset (lipophilicity_astrazeneca), we predict Y. (1) The drug is c1ccc2[nH]ncc2c1. The Y is 1.90 logD. (2) The compound is O=S(=O)(Nc1nnc(-c2ccccc2)s1)c1ccc(Cl)cc1. The Y is 1.14 logD. (3) The molecule is COc1ccc2[nH]c(C(=O)N3CCN(C)CC3)cc2c1. The Y is 1.62 logD. (4) The molecule is CC(Nc1ncnc2ccccc12)c1ccccc1. The Y is 3.40 logD.